This data is from Forward reaction prediction with 1.9M reactions from USPTO patents (1976-2016). The task is: Predict the product of the given reaction. (1) Given the reactants [OH:1][C:2]1[CH:7]=[CH:6][C:5]([CH2:8][CH2:9][S:10][CH:11]([CH2:15][C:16]2[CH:21]=[CH:20][C:19]([CH2:22][CH2:23][O:24][C:25]3[CH:30]=[CH:29][C:28]([O:31][S:32]([CH3:35])(=[O:34])=[O:33])=[CH:27][CH:26]=3)=[CH:18][CH:17]=2)[C:12](O)=[O:13])=[CH:4][CH:3]=1.[Cl-].ClC=[N+](C)C.[CH2:42]([SH:44])[CH3:43].[OH-].[Na+], predict the reaction product. The product is: [OH:1][C:2]1[CH:7]=[CH:6][C:5]([CH2:8][CH2:9][S:10][CH:11]([CH2:15][C:16]2[CH:17]=[CH:18][C:19]([CH2:22][CH2:23][O:24][C:25]3[CH:26]=[CH:27][C:28]([O:31][S:32]([CH3:35])(=[O:33])=[O:34])=[CH:29][CH:30]=3)=[CH:20][CH:21]=2)[C:12](=[O:13])[S:44][CH2:42][CH3:43])=[CH:4][CH:3]=1. (2) Given the reactants [CH3:1][C:2]1([CH3:12])[CH2:10][C:9]2[C:4](=[CH:5][CH:6]=[CH:7][CH:8]=2)[CH:3]1O.[F:13][C:14]([F:21])([F:20])[C:15]1[NH:19][CH:18]=[N:17][CH:16]=1.C1(P(C2C=CC=CC=2)C2C=CC=CC=2)C=CC=CC=1.N(C(OC)=O)=NC(OC)=O.C1(C)C=CC=CC=1.C([O-])([O-])=O.[Na+].[Na+], predict the reaction product. The product is: [CH3:1][C:2]1([CH3:12])[CH2:10][C:9]2[C:4](=[CH:5][CH:6]=[CH:7][CH:8]=2)[CH:3]1[N:19]1[C:15]([C:14]([F:21])([F:20])[F:13])=[CH:16][N:17]=[CH:18]1. (3) The product is: [CH3:20][N:18]1[CH:19]=[C:15]([N:14]2[C:5]3[C:4]4[CH:3]=[C:2]([C:31]5[CH:30]=[N:29][CH:28]=[C:27]([O:26][CH2:24][CH3:25])[CH:32]=5)[CH:11]=[CH:10][C:9]=4[N:8]=[CH:7][C:6]=3[N:12]([CH3:23])[C:13]2=[O:22])[C:16]([CH3:21])=[N:17]1. Given the reactants Br[C:2]1[CH:11]=[CH:10][C:9]2[N:8]=[CH:7][C:6]3[N:12]([CH3:23])[C:13](=[O:22])[N:14]([C:15]4[C:16]([CH3:21])=[N:17][N:18]([CH3:20])[CH:19]=4)[C:5]=3[C:4]=2[CH:3]=1.[CH2:24]([O:26][C:27]1[CH:28]=[N:29][CH:30]=[C:31](B2OC(C)(C)C(C)(C)O2)[CH:32]=1)[CH3:25], predict the reaction product.